From a dataset of Full USPTO retrosynthesis dataset with 1.9M reactions from patents (1976-2016). Predict the reactants needed to synthesize the given product. (1) Given the product [CH2:4]([CH:26]([CH2:27][CH2:20][CH2:19][CH2:18][CH2:17]/[CH:16]=[CH:15]\[CH2:14]/[CH:13]=[CH:12]\[CH2:11]/[CH:10]=[CH:9]\[CH2:8][CH2:7][CH2:6][CH2:5][CH3:4])[OH:25])[CH2:5][CH2:6][CH2:7][CH2:8]/[CH:9]=[CH:10]\[CH2:11]/[CH:12]=[CH:13]\[CH2:14]/[CH:15]=[CH:16]\[CH2:17][CH2:18][CH2:19][CH2:20][CH3:21], predict the reactants needed to synthesize it. The reactants are: [Mg].II.[CH2:4](Br)[CH2:5][CH2:6][CH2:7][CH2:8]/[CH:9]=[CH:10]\[CH2:11]/[CH:12]=[CH:13]\[CH2:14]/[CH:15]=[CH:16]\[CH2:17][CH2:18][CH2:19][CH2:20][CH3:21].C([O:25][CH2:26][CH3:27])=O.[OH-].[K+]. (2) The reactants are: [CH2:1]([O:8][C:9]1[CH:10]=[C:11]2[C:15](=[CH:16][CH:17]=1)[NH:14][CH:13]=[C:12]2[C:18](=[O:36])[CH2:19]C1CCN(C(OCC2C=CC=CC=2)=O)CC1)[C:2]1[CH:7]=[CH:6][CH:5]=[CH:4][CH:3]=1.[C:37]([N:47]1[CH2:52][CH2:51][CH:50]([CH:53](C)C(Cl)=O)[CH2:49][CH2:48]1)([O:39][CH2:40][C:41]1[CH:46]=[CH:45][CH:44]=[CH:43][CH:42]=1)=[O:38]. Given the product [CH2:1]([O:8][C:9]1[CH:10]=[C:11]2[C:15](=[CH:16][CH:17]=1)[NH:14][CH:13]=[C:12]2[C:18](=[O:36])[CH2:19][CH2:53][CH:50]1[CH2:51][CH2:52][N:47]([C:37]([O:39][CH2:40][C:41]2[CH:42]=[CH:43][CH:44]=[CH:45][CH:46]=2)=[O:38])[CH2:48][CH2:49]1)[C:2]1[CH:7]=[CH:6][CH:5]=[CH:4][CH:3]=1, predict the reactants needed to synthesize it. (3) Given the product [Cl:1][C:2]1[CH:7]=[C:6]([S:8][C:9]2[CH:10]=[CH:11][C:12]([N:15]([S:34]([CH3:33])(=[O:36])=[O:35])[S:34]([CH3:33])(=[O:36])=[O:35])=[CH:13][CH:14]=2)[CH:5]=[CH:4][C:3]=1[NH:16][C:17](=[O:25])[C:18]([O:21][C:22](=[O:24])[CH3:23])([CH3:20])[CH3:19], predict the reactants needed to synthesize it. The reactants are: [Cl:1][C:2]1[CH:7]=[C:6]([S:8][C:9]2[CH:14]=[CH:13][C:12]([NH2:15])=[CH:11][CH:10]=2)[CH:5]=[CH:4][C:3]=1[NH:16][C:17](=[O:25])[C:18]([O:21][C:22](=[O:24])[CH3:23])([CH3:20])[CH3:19].C(N(CC)CC)C.[CH3:33][S:34](Cl)(=[O:36])=[O:35]. (4) Given the product [F:1][C:2]([F:12])([F:13])[C:3]1[CH:4]=[CH:5][C:6]([NH:9][C:10](=[O:11])[O:14][CH:15]2[CH2:20][CH2:19][CH2:18][N:17]([CH3:21])[CH2:16]2)=[CH:7][CH:8]=1, predict the reactants needed to synthesize it. The reactants are: [F:1][C:2]([F:13])([F:12])[C:3]1[CH:8]=[CH:7][C:6]([N:9]=[C:10]=[O:11])=[CH:5][CH:4]=1.[OH:14][CH:15]1[CH2:20][CH2:19][CH2:18][N:17]([CH3:21])[CH2:16]1. (5) Given the product [CH:24]1([NH:23][C:4]2[C:5]3[C:10]([C:11]#[N:12])=[CH:9][NH:8][C:6]=3[N:7]=[C:2]([NH:27][C:28]3[CH:29]=[C:30]4[C:35](=[CH:36][CH:37]=3)[NH:34][C:33](=[O:38])[CH2:32][CH2:31]4)[N:3]=2)[CH2:25][CH2:26]1, predict the reactants needed to synthesize it. The reactants are: Cl[C:2]1[N:3]=[C:4]([NH:23][CH:24]2[CH2:26][CH2:25]2)[C:5]2[C:10]([C:11]#[N:12])=[CH:9][N:8](S(C3C=CC(C)=CC=3)(=O)=O)[C:6]=2[N:7]=1.[NH2:27][C:28]1[CH:29]=[C:30]2[C:35](=[CH:36][CH:37]=1)[NH:34][C:33](=[O:38])[CH2:32][CH2:31]2.C[Si](Cl)(C)C. (6) Given the product [Br:3][C:4]1[CH:5]=[C:6]([CH2:11][O:12][CH3:16])[CH:7]=[C:8]([F:10])[CH:9]=1, predict the reactants needed to synthesize it. The reactants are: [H-].[Na+].[Br:3][C:4]1[CH:5]=[C:6]([CH2:11][OH:12])[CH:7]=[C:8]([F:10])[CH:9]=1.CI.N[C@H:16](C(O)=O)CCSC. (7) The reactants are: [C:1]([N:20]1[CH:24]=[CH:23][N:22]=[C:21]1[CH2:25][CH:26]=[O:27])([C:14]1[CH:19]=[CH:18][CH:17]=[CH:16][CH:15]=1)([C:8]1[CH:13]=[CH:12][CH:11]=[CH:10][CH:9]=1)[C:2]1[CH:7]=[CH:6][CH:5]=[CH:4][CH:3]=1.[BH4-].[Na+]. Given the product [C:1]([N:20]1[CH:24]=[CH:23][N:22]=[C:21]1[CH2:25][CH2:26][OH:27])([C:14]1[CH:15]=[CH:16][CH:17]=[CH:18][CH:19]=1)([C:8]1[CH:9]=[CH:10][CH:11]=[CH:12][CH:13]=1)[C:2]1[CH:7]=[CH:6][CH:5]=[CH:4][CH:3]=1, predict the reactants needed to synthesize it.